From a dataset of Peptide-MHC class I binding affinity with 185,985 pairs from IEDB/IMGT. Regression. Given a peptide amino acid sequence and an MHC pseudo amino acid sequence, predict their binding affinity value. This is MHC class I binding data. (1) The peptide sequence is LLWTLVVLL. The MHC is HLA-B07:02 with pseudo-sequence HLA-B07:02. The binding affinity (normalized) is 0. (2) The binding affinity (normalized) is 0.00823. The peptide sequence is AQIDNYNKF. The MHC is Mamu-A01 with pseudo-sequence Mamu-A01. (3) The peptide sequence is DLKLVDVKL. The MHC is HLA-B58:01 with pseudo-sequence HLA-B58:01. The binding affinity (normalized) is 0.0847. (4) The peptide sequence is MQFPGSVGF. The MHC is HLA-A02:16 with pseudo-sequence HLA-A02:16. The binding affinity (normalized) is 0.425. (5) The peptide sequence is WPISAILWF. The MHC is HLA-A69:01 with pseudo-sequence HLA-A69:01. The binding affinity (normalized) is 0.323.